This data is from Catalyst prediction with 721,799 reactions and 888 catalyst types from USPTO. The task is: Predict which catalyst facilitates the given reaction. (1) Reactant: C([O:3][C:4](=[O:19])[C:5]1[CH:10]=[CH:9][C:8]([NH:11][C:12]2[CH:13]=[N:14][C:15]([CH3:18])=[CH:16][CH:17]=2)=[CH:7][CH:6]=1)C.[OH-].[Na+].Cl. Product: [CH3:18][C:15]1[N:14]=[CH:13][C:12]([NH:11][C:8]2[CH:9]=[CH:10][C:5]([C:4]([OH:19])=[O:3])=[CH:6][CH:7]=2)=[CH:17][CH:16]=1. The catalyst class is: 5. (2) Reactant: IN1C(=O)CCC1=O.[CH:9]1([CH2:12][CH2:13][N:14]2[CH2:18][C:17]3([CH2:23][CH2:22][C:21]([N:30](C)[CH3:31])([C:24]4[CH:29]=[CH:28][CH:27]=[CH:26][CH:25]=4)[CH2:20][CH2:19]3)[CH2:16][C:15]2=[O:33])[CH2:11][CH2:10]1.[OH-].[Na+]. Product: [CH:9]1([CH2:12][CH2:13][N:14]2[CH2:18][C:17]3([CH2:23][CH2:22][C:21]([NH:30][CH3:31])([C:24]4[CH:25]=[CH:26][CH:27]=[CH:28][CH:29]=4)[CH2:20][CH2:19]3)[CH2:16][C:15]2=[O:33])[CH2:11][CH2:10]1. The catalyst class is: 10. (3) Reactant: [H-].[Al+3].[Li+].[H-].[H-].[H-].[CH2:7]([N:14]1[C:21](=O)[CH:20]2[CH:16]([CH2:17][NH:18][CH2:19]2)[C:15]1=O)[C:8]1[CH:13]=[CH:12][CH:11]=[CH:10][CH:9]=1.O.[OH-].[Na+]. Product: [CH2:7]([N:14]1[CH2:15][CH:16]2[CH:20]([CH2:19][NH:18][CH2:17]2)[CH2:21]1)[C:8]1[CH:13]=[CH:12][CH:11]=[CH:10][CH:9]=1. The catalyst class is: 266. (4) Reactant: [CH3:1][O:2][C:3](=[O:23])[C:4]1[CH:9]=[C:8]([C:10](=O)[CH2:11][CH3:12])[C:7](F)=[CH:6][C:5]=1[O:15][CH2:16][C:17]1[CH:22]=[CH:21][CH:20]=[CH:19][CH:18]=1.O1CCCC1.[NH2:29][NH2:30].O.NN. Product: [CH3:1][O:2][C:3]([C:4]1[CH:9]=[C:8]2[C:7](=[CH:6][C:5]=1[O:15][CH2:16][C:17]1[CH:22]=[CH:21][CH:20]=[CH:19][CH:18]=1)[NH:30][N:29]=[C:10]2[CH2:11][CH3:12])=[O:23]. The catalyst class is: 6. (5) Reactant: [Cl:1][C:2]1[CH:7]=[CH:6][C:5]([CH2:8][C:9]#[N:10])=[CH:4][CH:3]=1.[CH:11](OCC)=[O:12]. Product: [Cl:1][C:2]1[CH:7]=[CH:6][C:5]([CH:8]([CH:11]=[O:12])[C:9]#[N:10])=[CH:4][CH:3]=1. The catalyst class is: 40.